From a dataset of Catalyst prediction with 721,799 reactions and 888 catalyst types from USPTO. Predict which catalyst facilitates the given reaction. (1) Reactant: F[C:2](F)(F)[C:3](O)=O.C[C@H:9]([O:13][C:14]1[NH:15][C:16]([NH2:25])=[C:17]2[C:21]([N:22]=1)=[N:20][C:19]([O:23][CH3:24])=[N:18]2)[CH2:10][CH2:11][CH3:12].[C:26](=O)([O-])[O-].[K+].[K+].Br[CH2:33][CH2:34][CH:35]1[CH2:40][CH2:39][N:38](C(OCC2C=CC=CC=2)=O)[CH2:37][CH2:36]1. Product: [CH2:9]([O:13][C:14]1[N:22]=[C:21]2[C:17]([N:18]=[C:19]([O:23][CH3:24])[N:20]2[CH2:33][CH2:34][CH:35]2[CH2:40][CH2:39][N:38]([CH:3]([CH3:2])[CH3:26])[CH2:37][CH2:36]2)=[C:16]([NH2:25])[N:15]=1)[CH2:10][CH2:11][CH3:12]. The catalyst class is: 735. (2) Reactant: N#N.[NH:3]1[C:7]2[CH:8]=[CH:9][CH:10]=[CH:11][C:6]=2[N:5]=[C:4]1[C:12]([NH:23]C(=O)OC(C)(C)C)([CH3:22])[CH2:13][C:14]1[CH:19]=[CH:18][C:17]([O:20][CH3:21])=[CH:16][CH:15]=1.Cl. Product: [NH:3]1[C:7]2[CH:8]=[CH:9][CH:10]=[CH:11][C:6]=2[N:5]=[C:4]1[C:12]([NH2:23])([CH3:22])[CH2:13][C:14]1[CH:19]=[CH:18][C:17]([O:20][CH3:21])=[CH:16][CH:15]=1. The catalyst class is: 135. (3) Reactant: [OH:1][C@@H:2]([C@@H:22]([NH:30][C:31](=[O:49])[C:32]1[CH:37]=[CH:36][CH:35]=[C:34]([C:38](=[O:48])[N:39]([CH3:47])[CH2:40][C:41]2[S:42][CH:43]=[C:44]([CH3:46])[N:45]=2)[CH:33]=1)[CH2:23][C:24]1[CH:29]=[CH:28][CH:27]=[CH:26][CH:25]=1)[CH2:3][NH:4][CH2:5][C:6]1[CH:7]=[C:8]([CH:13]=[C:14]([N:16]([CH3:21])[S:17]([CH3:20])(=[O:19])=[O:18])[CH:15]=1)[C:9]([O:11]C)=[O:10].[OH-].[Na+]. Product: [OH:1][C@@H:2]([C@@H:22]([NH:30][C:31](=[O:49])[C:32]1[CH:37]=[CH:36][CH:35]=[C:34]([C:38](=[O:48])[N:39]([CH3:47])[CH2:40][C:41]2[S:42][CH:43]=[C:44]([CH3:46])[N:45]=2)[CH:33]=1)[CH2:23][C:24]1[CH:25]=[CH:26][CH:27]=[CH:28][CH:29]=1)[CH2:3][NH:4][CH2:5][C:6]1[CH:7]=[C:8]([CH:13]=[C:14]([N:16]([CH3:21])[S:17]([CH3:20])(=[O:19])=[O:18])[CH:15]=1)[C:9]([OH:11])=[O:10]. The catalyst class is: 92. (4) Reactant: [NH2:1][C:2]1[C:7]([C:8]#[N:9])=[C:6]([CH:10]2[CH2:15][CH2:14][CH2:13][N:12]([C:16]([O:18][C:19]([CH3:22])([CH3:21])[CH3:20])=[O:17])[CH2:11]2)[CH:5]=[C:4]([C:23]2[C:28]([O:29][CH2:30][C:31]3[CH:36]=[CH:35][C:34]([O:37][CH3:38])=[CH:33][CH:32]=3)=[CH:27][CH:26]=[CH:25][C:24]=2[NH2:39])[N:3]=1.C(O)(=O)C.[CH:44](=O)[C:45]1[CH:50]=[CH:49][CH:48]=[CH:47][CH:46]=1.C([BH3-])#N.[Na+]. Product: [NH2:1][C:2]1[C:7]([C:8]#[N:9])=[C:6]([CH:10]2[CH2:15][CH2:14][CH2:13][N:12]([C:16]([O:18][C:19]([CH3:22])([CH3:21])[CH3:20])=[O:17])[CH2:11]2)[CH:5]=[C:4]([C:23]2[C:28]([O:29][CH2:30][C:31]3[CH:32]=[CH:33][C:34]([O:37][CH3:38])=[CH:35][CH:36]=3)=[CH:27][CH:26]=[CH:25][C:24]=2[NH:39][CH2:44][C:45]2[CH:50]=[CH:49][CH:48]=[CH:47][CH:46]=2)[N:3]=1. The catalyst class is: 5.